From a dataset of Catalyst prediction with 721,799 reactions and 888 catalyst types from USPTO. Predict which catalyst facilitates the given reaction. Reactant: Cl.C(O[C:5]([C:7]1[CH:8]=[C:9]2[C:13](=[CH:14][CH:15]=1)[NH:12][N:11]=[C:10]2[C:16]1[CH:25]=[CH:24][C:23]2[C:18](=[CH:19][C:20]([O:26][CH3:27])=[CH:21][CH:22]=2)[CH:17]=1)=[NH:6])C.[N:28]1([CH2:34][C:35]([NH:37][NH2:38])=O)[CH2:33][CH2:32][CH2:31][CH2:30][CH2:29]1.C(N(CC)CC)C. Product: [CH3:27][O:26][C:20]1[CH:19]=[C:18]2[C:23]([CH:24]=[CH:25][C:16]([C:10]3[C:9]4[C:13](=[CH:14][CH:15]=[C:7]([C:5]5[N:6]=[C:35]([CH2:34][N:28]6[CH2:33][CH2:32][CH2:31][CH2:30][CH2:29]6)[NH:37][N:38]=5)[CH:8]=4)[NH:12][N:11]=3)=[CH:17]2)=[CH:22][CH:21]=1. The catalyst class is: 8.